Dataset: Full USPTO retrosynthesis dataset with 1.9M reactions from patents (1976-2016). Task: Predict the reactants needed to synthesize the given product. (1) Given the product [C:30]([NH:1][C:2]1[CH:3]=[C:4]([C:8]2[CH2:13][CH2:12][N:11]([C:14]([O:16][C:17]([CH3:20])([CH3:19])[CH3:18])=[O:15])[CH2:10][CH:9]=2)[CH:5]=[CH:6][CH:7]=1)(=[O:34])[CH:31]([CH3:33])[CH3:32], predict the reactants needed to synthesize it. The reactants are: [NH2:1][C:2]1[CH:3]=[C:4]([C:8]2[CH2:9][CH2:10][N:11]([C:14]([O:16][C:17]([CH3:20])([CH3:19])[CH3:18])=[O:15])[CH2:12][CH:13]=2)[CH:5]=[CH:6][CH:7]=1.C(N(C(C)C)CC)(C)C.[C:30](Cl)(=[O:34])[CH:31]([CH3:33])[CH3:32]. (2) Given the product [NH2:1][C:2]1[C:3]2[C:10]([C:38]3[CH:39]=[CH:40][C:26]([F:25])=[C:27]([O:28][CH2:29][C:30]45[O:36][CH:33]([CH2:32][CH2:31]4)[CH2:34][CH2:35]5)[CH:37]=3)=[CH:9][N:8]([C@@H:12]3[CH2:15][C@H:14]([CH2:16][N:17]4[CH2:22][CH2:21][N:20]([CH3:23])[C:19](=[O:24])[CH2:18]4)[CH2:13]3)[C:4]=2[N:5]=[CH:6][N:7]=1, predict the reactants needed to synthesize it. The reactants are: [NH2:1][C:2]1[C:3]2[C:10](I)=[CH:9][N:8]([C@@H:12]3[CH2:15][C@H:14]([CH2:16][N:17]4[CH2:22][CH2:21][N:20]([CH3:23])[C:19](=[O:24])[CH2:18]4)[CH2:13]3)[C:4]=2[N:5]=[CH:6][N:7]=1.[F:25][C:26]1[CH:40]=[CH:39][C:38](B2OC(C)(C)C(C)(C)O2)=[CH:37][C:27]=1[O:28][CH2:29][C:30]12[O:36][CH:33]([CH2:34][CH2:35]1)[CH2:32][CH2:31]2. (3) Given the product [CH2:1]([O:8][C:9]1[C:10](=[O:37])[C:11]([CH2:32][C:33]([OH:35])=[O:34])=[CH:12][N:13]([CH2:26][CH:27]([O:28][CH3:29])[O:30][CH3:31])[C:14]=1[C:15](=[O:25])[NH:16][CH2:17][C:18]1[CH:23]=[CH:22][CH:21]=[C:20]([Cl:24])[CH:19]=1)[C:2]1[CH:7]=[CH:6][CH:5]=[CH:4][CH:3]=1, predict the reactants needed to synthesize it. The reactants are: [CH2:1]([O:8][C:9]1[C:10](=[O:37])[C:11]([CH2:32][C:33]([O:35]C)=[O:34])=[CH:12][N:13]([CH2:26][CH:27]([O:30][CH3:31])[O:28][CH3:29])[C:14]=1[C:15](=[O:25])[NH:16][CH2:17][C:18]1[CH:23]=[CH:22][CH:21]=[C:20]([Cl:24])[CH:19]=1)[C:2]1[CH:7]=[CH:6][CH:5]=[CH:4][CH:3]=1.CO.[OH-].[Na+].Cl. (4) The reactants are: [Cl:1][C:2]1[CH:10]=[C:9]2[C:5]([C:6]3([CH:16]([C:17]([CH3:19])=[CH2:18])[CH2:15][C:14](=[O:20])[CH2:13][CH:12]3[C:21]3[CH:26]=[CH:25][CH:24]=[C:23]([Cl:27])[CH:22]=3)[C:7](=[O:11])[NH:8]2)=[CH:4][CH:3]=1.[N-:28]=[N+]=[N-].[Na+]. Given the product [Cl:1][C:2]1[CH:10]=[C:9]2[C:5]([C@:6]3([C@@H:12]([C:21]4[CH:26]=[CH:25][CH:24]=[C:23]([Cl:27])[CH:22]=4)[CH2:13][C:14](=[O:20])[NH:28][CH2:15][C@H:16]3[C:17]([CH3:19])=[CH2:18])[C:7](=[O:11])[NH:8]2)=[CH:4][CH:3]=1, predict the reactants needed to synthesize it. (5) Given the product [NH2:14][C:13]1[C:10](=[N:9][NH:8][C:3]2[CH:4]=[CH:5][CH:6]=[CH:7][C:2]=2[Cl:1])[C:11]([NH2:12])=[N:30][N:29]=1, predict the reactants needed to synthesize it. The reactants are: [Cl:1][C:2]1[CH:7]=[CH:6][CH:5]=[CH:4][C:3]=1[NH:8][N:9]=[C:10]([C:13]#[N:14])[C:11]#[N:12].ClC1C=CC=CC=1N.C(#N)CC#N.O.[NH2:29][NH2:30].